This data is from Full USPTO retrosynthesis dataset with 1.9M reactions from patents (1976-2016). The task is: Predict the reactants needed to synthesize the given product. Given the product [CH3:12][O:13][C:14](=[O:44])[CH2:15][C@H:16]1[C:20]2[CH:21]=[CH:22][C:23]([O:25][C@H:26]3[C:34]4[C:29](=[C:30]([C:2]5[C:11]6[C:6](=[CH:7][CH:8]=[CH:9][CH:10]=6)[CH:5]=[CH:4][N:3]=5)[CH:31]=[CH:32][CH:33]=4)[CH2:28][CH2:27]3)=[CH:24][C:19]=2[O:18][CH2:17]1, predict the reactants needed to synthesize it. The reactants are: Br[C:2]1[C:11]2[C:6](=[CH:7][CH:8]=[CH:9][CH:10]=2)[CH:5]=[CH:4][N:3]=1.[CH3:12][O:13][C:14](=[O:44])[CH2:15][C@H:16]1[C:20]2[CH:21]=[CH:22][C:23]([O:25][C@H:26]3[C:34]4[C:29](=[C:30](B5OC(C)(C)C(C)(C)O5)[CH:31]=[CH:32][CH:33]=4)[CH2:28][CH2:27]3)=[CH:24][C:19]=2[O:18][CH2:17]1.